This data is from Catalyst prediction with 721,799 reactions and 888 catalyst types from USPTO. The task is: Predict which catalyst facilitates the given reaction. (1) Reactant: Cl.[NH2:2][C@@H:3]([C:6]1[CH:7]=[N:8][CH:9]=[CH:10][CH:11]=1)[CH2:4][OH:5].[OH-].[K+].C1C[O:17][CH2:16]C1.ClC(Cl)(OC(=O)OC(Cl)(Cl)Cl)Cl. Product: [N:8]1[CH:9]=[CH:10][CH:11]=[C:6]([C@H:3]2[CH2:4][O:5][C:16](=[O:17])[NH:2]2)[CH:7]=1. The catalyst class is: 6. (2) Reactant: [NH2:1][C@@H:2]([CH2:22][C:23]1[CH:28]=[CH:27][C:26]([OH:29])=[CH:25][CH:24]=1)[C@@H:3]([OH:21])[CH2:4][C@@H:5]([NH:13][C:14](=[O:20])[O:15][C:16]([CH3:19])([CH3:18])[CH3:17])[CH2:6][C:7]1[CH:12]=[CH:11][CH:10]=[CH:9][CH:8]=1.[C:30]1(=O)N[C:33](=[O:35])[CH2:32][CH2:31]1.[CH:37](N(CC)C(C)C)([CH3:39])[CH3:38].[CH3:46][OH:47]. Product: [C:16]([O:15][C:14]([NH:13][C@@H:5]([CH2:6][C:7]1[CH:12]=[CH:11][CH:10]=[CH:9][CH:8]=1)[CH2:4][C@H:3]([OH:21])[C@@H:2]([NH:1][C:46](=[O:47])[O:35][CH2:33][C:32]1[CH:39]=[CH:37][CH:38]=[CH:30][CH:31]=1)[CH2:22][C:23]1[CH:24]=[CH:25][C:26]([OH:29])=[CH:27][CH:28]=1)=[O:20])([CH3:19])([CH3:18])[CH3:17]. The catalyst class is: 396. (3) Reactant: C1([OH:7])C=CC=CC=1.[C:8]1([CH:14]([CH3:16])[CH3:15])[CH:13]=[CH:12][CH:11]=[CH:10][CH:9]=1.[O-]O.[C:19]1([CH:25]([CH3:27])[CH3:26])[CH:24]=[CH:23][CH:22]=[CH:21][CH:20]=1. Product: [C:8]1([CH:14]([CH3:16])[CH3:15])[CH:13]=[CH:12][CH:11]=[CH:10][CH:9]=1.[CH3:26][C:25]([CH3:27])([C:19]1[CH:24]=[CH:23][CH:22]=[CH:21][CH:20]=1)[OH:7].[C:14]([C:8]1[CH:13]=[CH:12][CH:11]=[CH:10][CH:9]=1)(=[O:7])[CH3:16]. The catalyst class is: 21. (4) Reactant: C(=O)([O-])[O-].[K+].[K+].[F:7][C:8]1[CH:9]=[C:10]([CH:13]=[CH:14][CH:15]=1)[CH2:11]Br.[OH:16][C:17]1[CH:22]=[CH:21][C:20]([CH2:23][CH2:24][S:25]([CH:28]([CH2:33][CH2:34][N:35]2[C:40](=[O:41])[C:39]3[CH:42]=[CH:43][CH:44]=[CH:45][C:38]=3[N:37]=[N:36]2)[C:29]([O:31][CH3:32])=[O:30])(=[O:27])=[O:26])=[CH:19][CH:18]=1. Product: [F:7][C:8]1[CH:9]=[C:10]([CH:13]=[CH:14][CH:15]=1)[CH2:11][C:28]([S:25]([CH2:24][CH2:23][C:20]1[CH:19]=[CH:18][C:17]([O:16][CH2:11][C:10]2[CH:13]=[CH:14][CH:15]=[C:8]([F:7])[CH:9]=2)=[CH:22][CH:21]=1)(=[O:27])=[O:26])([CH2:33][CH2:34][N:35]1[C:40](=[O:41])[C:39]2[CH:42]=[CH:43][CH:44]=[CH:45][C:38]=2[N:37]=[N:36]1)[C:29]([O:31][CH3:32])=[O:30]. The catalyst class is: 9. (5) Reactant: [CH2:1]([O:8][C:9]1[CH:14]=[CH:13][C:12]([CH2:15][C@H:16]([NH:22]C(=O)OC(C)(C)C)[C:17]2[S:18][CH:19]=[CH:20][N:21]=2)=[CH:11][CH:10]=1)[C:2]1[CH:7]=[CH:6][CH:5]=[CH:4][CH:3]=1.[ClH:30].C(OCC)(=O)C. Product: [ClH:30].[CH2:1]([O:8][C:9]1[CH:14]=[CH:13][C:12]([CH2:15][C@H:16]([NH2:22])[C:17]2[S:18][CH:19]=[CH:20][N:21]=2)=[CH:11][CH:10]=1)[C:2]1[CH:7]=[CH:6][CH:5]=[CH:4][CH:3]=1. The catalyst class is: 13. (6) Reactant: [S:1]1[CH:5]=[CH:4][N:3]=[C:2]1[CH2:6]O.[C:8]([C:10]1[CH:11]=[CH:12][C:13]([O:31][CH3:32])=[C:14]([S:16]([NH:19][CH2:20][CH2:21][C:22]2[CH:27]=[CH:26][C:25]([CH:28]([CH3:30])[CH3:29])=[CH:24][CH:23]=2)(=[O:18])=[O:17])[CH:15]=1)#[N:9].C1(P(C2C=CC=CC=2)C2C=CC=CC=2)C=CC=CC=1.N(C(OC(C)C)=O)=NC(OC(C)C)=O.C1(C)C=CC=CC=1.C(=O)(O)[O-].[Na+]. Product: [C:8]([C:10]1[CH:11]=[CH:12][C:13]([O:31][CH3:32])=[C:14]([S:16]([N:19]([CH2:20][CH2:21][C:22]2[CH:23]=[CH:24][C:25]([CH:28]([CH3:30])[CH3:29])=[CH:26][CH:27]=2)[CH2:6][C:2]2[S:1][CH:5]=[CH:4][N:3]=2)(=[O:18])=[O:17])[CH:15]=1)#[N:9]. The catalyst class is: 7. (7) Reactant: N(C1C=C(NC(=O)NCC)N=CC=1C(O)=O)C1C=CC=CC=1.ClC1N=CC(N)=CN=1.[Cl:31][C:32]1[N:37]=[CH:36][C:35]([NH:38][C:39]([C:41]2[CH:42]=[N:43][C:44]([NH:54][C:55](=[O:59])[NH:56][CH2:57][CH3:58])=[CH:45][C:46]=2[NH:47][C:48]2[CH:49]=[N:50][CH:51]=[CH:52][CH:53]=2)=[O:40])=[CH:34][N:33]=1.Cl.[CH3:61][C:62]1([C:68]([O:70][CH2:71][CH3:72])=[O:69])[CH2:67][CH2:66][NH:65][CH2:64][CH2:63]1.C(N(C(C)C)C(C)C)C. Product: [Cl:31][C:32]1[N:33]=[CH:34][C:35]([NH:38][C:39]([C:41]2[CH:42]=[N:43][C:44]([NH:54][C:55](=[O:59])[NH:56][CH2:57][CH3:58])=[CH:45][C:46]=2[NH:47][C:48]2[CH:49]=[N:50][CH:51]=[CH:52][CH:53]=2)=[O:40])=[CH:36][N:37]=1.[CH2:57]([NH:56][C:55]([NH:54][C:44]1[N:43]=[CH:42][C:41]([C:39]([NH:38][C:35]2[CH:34]=[N:33][C:32]([N:65]3[CH2:66][CH2:67][C:62]([CH3:61])([C:68]([O:70][CH2:71][CH3:72])=[O:69])[CH2:63][CH2:64]3)=[N:37][CH:36]=2)=[O:40])=[C:46]([NH:47][C:48]2[CH:49]=[N:50][CH:51]=[CH:52][CH:53]=2)[CH:45]=1)=[O:59])[CH3:58]. The catalyst class is: 16. (8) Reactant: [I:1][C:2]1[CH:7]=[CH:6][C:5]([N:8]2[CH2:13][CH2:12][NH:11][CH2:10][CH2:9]2)=[CH:4][CH:3]=1.C([O-])([O-])=O.[K+].[K+].I[CH2:21][CH3:22]. Product: [CH2:21]([N:11]1[CH2:12][CH2:13][N:8]([C:5]2[CH:4]=[CH:3][C:2]([I:1])=[CH:7][CH:6]=2)[CH2:9][CH2:10]1)[CH3:22]. The catalyst class is: 21. (9) Reactant: [C:1]12([CH2:11][NH:12][C:13]([C:15]3[N:20]4[CH:21]=[C:22]([CH2:24][CH2:25]OS(C)(=O)=O)[N:23]=[C:19]4[CH:18]=[CH:17][CH:16]=3)=[O:14])[CH2:10][CH:5]3[CH2:6][CH:7]([CH2:9][CH:3]([CH2:4]3)[CH2:2]1)[CH2:8]2.[OH:31][CH:32]1[CH2:37][CH2:36][NH:35][CH2:34][CH2:33]1.C([O-])([O-])=O.[Cs+].[Cs+]. Product: [C:1]12([CH2:11][NH:12][C:13]([C:15]3[N:20]4[CH:21]=[C:22]([CH2:24][CH2:25][N:35]5[CH2:36][CH2:37][CH:32]([OH:31])[CH2:33][CH2:34]5)[N:23]=[C:19]4[CH:18]=[CH:17][CH:16]=3)=[O:14])[CH2:8][CH:7]3[CH2:6][CH:5]([CH2:4][CH:3]([CH2:9]3)[CH2:2]1)[CH2:10]2. The catalyst class is: 10. (10) Reactant: [C:1]([O:5][C:6]([N:8]1[CH2:13][CH2:12][C:11]2[S:14][C:15]([NH:17][C:18]([N:20]3[CH2:25][CH2:24][N:23]([S:26]([C:29]4[CH:38]=[CH:37][C:36]5[C:31](=[CH:32][CH:33]=[C:34]([Cl:39])[CH:35]=5)[CH:30]=4)(=[O:28])=[O:27])[CH2:22][CH2:21]3)=[O:19])=[CH:16][C:10]=2[CH2:9]1)=[O:7])([CH3:4])([CH3:3])[CH3:2].[H-].[Na+].[CH3:42]I. Product: [C:1]([O:5][C:6]([N:8]1[CH2:13][CH2:12][C:11]2[S:14][C:15]([N:17]([CH3:42])[C:18]([N:20]3[CH2:25][CH2:24][N:23]([S:26]([C:29]4[CH:38]=[CH:37][C:36]5[C:31](=[CH:32][CH:33]=[C:34]([Cl:39])[CH:35]=5)[CH:30]=4)(=[O:27])=[O:28])[CH2:22][CH2:21]3)=[O:19])=[CH:16][C:10]=2[CH2:9]1)=[O:7])([CH3:4])([CH3:2])[CH3:3]. The catalyst class is: 9.